From a dataset of Forward reaction prediction with 1.9M reactions from USPTO patents (1976-2016). Predict the product of the given reaction. (1) Given the reactants S1C=CC=C1C1OC(C=C2CCNCC2)=NN=1.C(OC([N:25]1[CH2:30][CH2:29][C:28](=[CH:31][C:32]2[O:36][N:35]=[C:34]([C:37]3[S:38][CH:39]=[CH:40][CH:41]=3)[N:33]=2)[CH2:27][CH2:26]1)=O)(C)(C)C.C(OC(N1CCC(=CC2OC(C3SC=CC=3)=NN=2)CC1)=O)(C)(C)C, predict the reaction product. The product is: [S:38]1[CH:39]=[CH:40][CH:41]=[C:37]1[C:34]1[N:33]=[C:32]([CH:31]=[C:28]2[CH2:27][CH2:26][NH:25][CH2:30][CH2:29]2)[O:36][N:35]=1. (2) The product is: [F:12][C:13]1[CH:14]=[C:15]([CH:25]([NH:27][C:28]([C:30]2[N:31]=[C:32]([C:3]3[CH:4]=[CH:5][CH:6]=[C:7]([CH3:8])[C:2]=3[CH3:1])[O:33][CH:34]=2)=[O:29])[CH3:26])[CH:16]=[C:17]([F:24])[C:18]=1[NH:19][S:20]([CH3:23])(=[O:22])=[O:21]. Given the reactants [CH3:1][C:2]1[C:7]([CH3:8])=[CH:6][CH:5]=[CH:4][C:3]=1B(O)O.[F:12][C:13]1[CH:14]=[C:15]([CH:25]([NH:27][C:28]([C:30]2[N:31]=[C:32](Cl)[O:33][CH:34]=2)=[O:29])[CH3:26])[CH:16]=[C:17]([F:24])[C:18]=1[NH:19][S:20]([CH3:23])(=[O:22])=[O:21].C([O-])([O-])=O.[Cs+].[Cs+], predict the reaction product.